This data is from Forward reaction prediction with 1.9M reactions from USPTO patents (1976-2016). The task is: Predict the product of the given reaction. Given the reactants [NH2:1][C@H:2]1[CH2:7][CH2:6][C@H:5]([NH2:8])[CH2:4][CH2:3]1.Cl[C:10]1[N:18]=[C:17]2[C:13]([N:14]=[CH:15][NH:16]2)=[C:12]([N:19]2[C:23]3[CH:24]=[C:25]([CH3:29])[C:26]([CH3:28])=[CH:27][C:22]=3[N:21]=[CH:20]2)[N:11]=1, predict the reaction product. The product is: [CH3:28][C:26]1[C:25]([CH3:29])=[CH:24][C:23]2[N:19]([C:12]3[N:11]=[C:10]([NH:1][C@H:2]4[CH2:7][CH2:6][C@H:5]([NH2:8])[CH2:4][CH2:3]4)[N:18]=[C:17]4[C:13]=3[N:14]=[CH:15][NH:16]4)[CH:20]=[N:21][C:22]=2[CH:27]=1.